Task: Predict the reaction yield, written as a fraction of the theoretical maximum amount of product (1.0 means a 100% yield; for example, 0.34 means a 34% yield).. Dataset: Reaction yield outcomes from USPTO patents with 853,638 reactions The reactants are CCN(C(C)C)C(C)C.[CH3:10][O:11][C:12]1[CH:13]=[CH:14][CH:15]=[C:16]2[C:21]=1[O:20][C:19](=[O:22])[C:18]([C:23]([OH:25])=O)=[CH:17]2.CN(C(ON1N=NC2C=CC=NC1=2)=[N+](C)C)C.F[P-](F)(F)(F)(F)F.[C:50]([C:52]1[CH:57]=[CH:56][CH:55]=[CH:54][C:53]=1[C:58]1[CH:63]=[CH:62][CH:61]=[C:60]([NH2:64])[CH:59]=1)#[N:51]. The catalyst is CN(C=O)C. The product is [C:50]([C:52]1[CH:57]=[CH:56][CH:55]=[CH:54][C:53]=1[C:58]1[CH:63]=[CH:62][CH:61]=[C:60]([NH:64][C:23]([C:18]2[C:19](=[O:22])[O:20][C:21]3[C:16]([CH:17]=2)=[CH:15][CH:14]=[CH:13][C:12]=3[O:11][CH3:10])=[O:25])[CH:59]=1)#[N:51]. The yield is 0.850.